Dataset: Reaction yield outcomes from USPTO patents with 853,638 reactions. Task: Predict the reaction yield, written as a fraction of the theoretical maximum amount of product (1.0 means a 100% yield; for example, 0.34 means a 34% yield). (1) The reactants are C([O:4][C@@:5]1([C:13]#[CH:14])[CH:10]2[CH2:11][CH2:12][N:7]([CH2:8][CH2:9]2)[CH2:6]1)(=O)C.[H-].[Na+].O. The catalyst is CO. The product is [C:13]([C@:5]1([OH:4])[CH:10]2[CH2:11][CH2:12][N:7]([CH2:8][CH2:9]2)[CH2:6]1)#[CH:14]. The yield is 0.980. (2) The reactants are [CH3:1][N:2]([CH3:42])[C:3](=[O:41])[CH:4]([NH:30][S:31]([C:34]1[CH:39]=[CH:38][C:37]([CH3:40])=[CH:36][CH:35]=1)(=[O:33])=[O:32])[CH2:5][C:6]1[CH:11]=[CH:10][C:9]([C:12]2[CH:17]=[CH:16][C:15]([CH2:18][CH2:19][C:20](=[O:29])[NH:21][O:22]C3C=CC=CC=3)=[CH:14][CH:13]=2)=[CH:8][CH:7]=1.[H][H]. The catalyst is CO.[Pd]. The product is [OH:22][NH:21][C:20]([CH2:19][CH2:18][C:15]1[CH:16]=[CH:17][C:12]([C:9]2[CH:10]=[CH:11][C:6]([CH2:5][CH:4]([NH:30][S:31]([C:34]3[CH:35]=[CH:36][C:37]([CH3:40])=[CH:38][CH:39]=3)(=[O:33])=[O:32])[C:3]([N:2]([CH3:42])[CH3:1])=[O:41])=[CH:7][CH:8]=2)=[CH:13][CH:14]=1)=[O:29]. The yield is 0.290. (3) The reactants are [Cl:1][C:2]1[CH:3]=[C:4]([NH:16][C:17]2[C:26]3[C:21](=[CH:22][C:23]([O:28][CH3:29])=[C:24]([NH2:27])[CH:25]=3)[N:20]=[CH:19][N:18]=2)[CH:5]=[CH:6][C:7]=1[O:8][CH2:9][C:10]1[CH:15]=[CH:14][CH:13]=[CH:12][N:11]=1.[Br:30][CH2:31]/[CH:32]=[CH:33]/[C:34](Cl)=[O:35].O. The catalyst is C1COCC1. The product is [Br:30][CH2:31]/[CH:32]=[CH:33]/[C:34]([NH:27][C:24]1[CH:25]=[C:26]2[C:21](=[CH:22][C:23]=1[O:28][CH3:29])[N:20]=[CH:19][N:18]=[C:17]2[NH:16][C:4]1[CH:5]=[CH:6][C:7]([O:8][CH2:9][C:10]2[CH:15]=[CH:14][CH:13]=[CH:12][N:11]=2)=[C:2]([Cl:1])[CH:3]=1)=[O:35]. The yield is 0.514. (4) The reactants are C(OC([N:8]1[CH2:13][CH:12]=[C:11]([C:14]2[CH:15]=[CH:16][C:17]3[O:26][CH2:25][CH2:24][C:23]4[N:19]([N:20]=[C:21]([C:27]5[N:28]([CH2:32][C:33]([F:36])([F:35])[F:34])[N:29]=[CH:30][N:31]=5)[CH:22]=4)[C:18]=3[CH:37]=2)[CH2:10][CH2:9]1)=O)(C)(C)C.Cl.C(OCC)C. The catalyst is [Pd]. The product is [NH:8]1[CH2:13][CH2:12][CH:11]([C:14]2[CH:15]=[CH:16][C:17]3[O:26][CH2:25][CH2:24][C:23]4[N:19]([N:20]=[C:21]([C:27]5[N:28]([CH2:32][C:33]([F:35])([F:34])[F:36])[N:29]=[CH:30][N:31]=5)[CH:22]=4)[C:18]=3[CH:37]=2)[CH2:10][CH2:9]1. The yield is 0.740. (5) The reactants are [C:1]([S:5][C:6]1[CH:11]=[CH:10][C:9]([N+:12]([O-])=O)=[CH:8][CH:7]=1)([CH3:4])([CH3:3])[CH3:2].[Sn].[OH-].[Na+].O. The catalyst is C(O)C.Cl. The product is [C:1]([S:5][C:6]1[CH:7]=[CH:8][C:9]([NH2:12])=[CH:10][CH:11]=1)([CH3:4])([CH3:2])[CH3:3]. The yield is 0.850. (6) The reactants are [Br:1][C:2]1[CH:3]=[C:4]([NH:10][C:11]2[CH:15]=[C:14]([CH3:16])[NH:13][N:12]=2)[C:5](=[O:9])[N:6]([CH3:8])[CH:7]=1.[H-].[Na+].I[CH3:20].O. The yield is 0.240. The catalyst is CN(C=O)C. The product is [Br:1][C:2]1[CH:3]=[C:4]([NH:10][C:11]2[CH:15]=[C:14]([CH3:16])[N:13]([CH3:20])[N:12]=2)[C:5](=[O:9])[N:6]([CH3:8])[CH:7]=1.